This data is from Full USPTO retrosynthesis dataset with 1.9M reactions from patents (1976-2016). The task is: Predict the reactants needed to synthesize the given product. Given the product [CH2:1]([O:3][C:4](=[O:26])[CH:5]([O:23][CH2:24][CH3:25])[CH2:6][C:7]1[CH:12]=[CH:11][C:10]([O:13][CH2:14][C:15]2[CH:20]=[CH:19][CH:18]=[CH:17][CH:16]=2)=[C:9]([O:21][CH3:22])[CH:8]=1)[CH3:2], predict the reactants needed to synthesize it. The reactants are: [CH2:1]([O:3][C:4](=[O:26])[C:5]([O:23][CH2:24][CH3:25])=[CH:6][C:7]1[CH:12]=[CH:11][C:10]([O:13][CH2:14][C:15]2[CH:20]=[CH:19][CH:18]=[CH:17][CH:16]=2)=[C:9]([O:21][CH3:22])[CH:8]=1)[CH3:2].